From a dataset of Experimentally validated miRNA-target interactions with 360,000+ pairs, plus equal number of negative samples. Binary Classification. Given a miRNA mature sequence and a target amino acid sequence, predict their likelihood of interaction. (1) The miRNA is hsa-miR-548d-5p with sequence AAAAGUAAUUGUGGUUUUUGCC. The protein sequence of the target gene is MEMTSTSLKRGCLVVEDNDSVTPHDETKKQKVSEGCLTSSQDGVENDGLHRSENEPGPPEAESTVKDDENSSAQVQEEEEEEEEEDGLSEAGEEEEAESFADMMKHGLTELDVGICKFVSSHHGFSGILKERYSDFVVHEIGKDGRISHLDDLSVPVDEEDPPEDALTVLTAEDRQQLEELQLFKNKETSVAIEVIEDTKEKRTVIHQAIKSLFPGLETKTEDREGRKYIVAYHAAGKKALANPRKHSWPKSRGSYCHFVLYKENKDTMDAINVLSKYLRVKPNIFSYMGTKDKRAITVQ.... Result: 0 (no interaction). (2) The miRNA is hsa-miR-611 with sequence GCGAGGACCCCUCGGGGUCUGAC. The protein sequence of the target gene is MDSSAVITQISKEEARGPLRGKGDQKSAVSQKPRSRGILHSLFCCVCRDDGEPLPAHSGAPLLVEENGAIPKHTPVQYLLPEAKAQDSDKICVVIDLDETLVHSSFKPVNNADFIIPVEIDGVVHQVYVLKRPHVDEFLQRMGELFECVLFTASLAKYADPVADLLDKWGAFRARLFRESCVFHRGNYVKDLSRLGRDLRRVLILDNSPASYVFHPDNAVPVASWFDNMSDTELHDLLPFFEQLSRVDDVYSVLRQPRPGS. Result: 0 (no interaction). (3) The miRNA is hsa-miR-570-3p with sequence CGAAAACAGCAAUUACCUUUGC. The protein sequence of the target gene is MSSESDDKRARTRSKTLRGPPETTGADLSCPTPGCTGSGHVRGKYSRHRSLQSCPLAKKRKLEDAETEHLVSKRKSHPLRLALDEGYRMDSDGSEDAEVKDVSVSDESEGPLEEAEAEMSGQEEIHHPQTAEGKSLIKPHFDSNPTSSPSGFSKSSYSSYQGIIATSLLNLGQIAEEALVKEDSVSVAKLSPTVVHQLQDEAAMGVNSDEGEKDLFIQPEDVEEVIEVTSERSQEPCPQSLKDMVSEESSKQKGVLGHEEEGEEEEEDEEEEDEEEEEEGEEGEEEEEEEEEEEEEEDEE.... Result: 0 (no interaction). (4) The miRNA is hsa-miR-3183 with sequence GCCUCUCUCGGAGUCGCUCGGA. The protein sequence of the target gene is MKSQEEVEVAGIKLCKAMSLGSVTFTDVAIDFSQDEWEWLNLAQRSLYKKVMLENYRNLVSVGLCISKPDVISLLEQEKDPWVIKGGMNRGLCPDLECVWVTKSLSLNQDIYEEKLPPAIIMERLKSYDLECSTLGKNWKCEDLFERELVNQKTHFRQETITHIDTLIEKRDHSNKSGTVFHLNTLSYIKQIFPMEERIFNFHTDKKSLKTHSVVKKHKQDRGEKKLLKCNDCEKIFSKISTLTLHQRIHTGEKPYECIECGKAFSQSAHLAQHQRIHTGEKPFECTECGKAFSQNAHLV.... Result: 1 (interaction). (5) The miRNA is gga-miR-9-5p with sequence UCUUUGGUUAUCUAGCUGUAUGA. The protein sequence of the target gene is MTSKGPEEEHPSVTLFRQYLRIRTVQPKPDYGAAVAFFEETARQLGLGCQKVEVAPGYVVTVLTWPGTNPTLSSILLNSHTDVVPVFKEHWSHDPFEAFKDSEGYIYARGAQDMKCVSIQYLEAVRRLKVEGHRFPRTIHMTFVPDEEVGGHQGMELFVQRPEFHALRAGFALDEGIANPTDAFTVFYSERSPWWVRVTSTGRPGHASRFMEDTAAEKLHKVVNSILAFREKEWQRLQSNPHLKEGSVTSVNLTKLEGGVAYNVIPATMSASFDFRVAPDVDFKAFEEQLQSWCQAAGEG.... Result: 0 (no interaction). (6) The miRNA is hsa-miR-4650-5p with sequence UCAGGCCUCUUUCUACCUU. The protein sequence of the target gene is MAARPITLGIDLGTTSVKAALLRAAPDDPSGFAVLASCARAARAEAAVESAVAGPQGREQDVSRILQALHECLAALPRPQLRSVVGIGVSGQMHGVVFWKTGQGCEWTEGGITPVFEPRAVSHLVTWQDGRCSSEFLASLPQPKSHLSVATGFGCATIFWLLKYRPEFLKSYDAAGTIHDYVVAMLCGLPRPLMSDQNAASWGYFNTQSQSWNVETLRSSGFPVHLLPDIAEPGSVAGRTSHMWFEIPKGTQVGVALGDLQASVYSCMAQRTDAVLNISTSVQLAASMPSGFQPAQTPDP.... Result: 0 (no interaction). (7) The miRNA is hsa-miR-21-3p with sequence CAACACCAGUCGAUGGGCUGU. The protein sequence of the target gene is MKARRNKKQIPSFRKLIKTSKVKLENKLKNKQFKQQSTLKKYRKEQRKLRQAVKDAVSKKPIPLENPKEKRPGKRIEREEEEEEEALPLDMMDEDDLQLMKDLGQRVSFLTRDLSSSEPVHAKKRKHERIIDKYEKIPRTLQTAPEKELIHLLPIKDKSGIIPQTREKPVTDSNKDEEDQEEERELEEEIIEDPIQELTIEEHLIERKKKLQEKKMHIAALASAILSDPENNIKKLKELRSMLMEQDPDVAVTVRKLVIVSLMELFKDITPSYKIRPLTEAEKSTKTRKETQKLREFEEG.... Result: 1 (interaction).